This data is from Catalyst prediction with 721,799 reactions and 888 catalyst types from USPTO. The task is: Predict which catalyst facilitates the given reaction. Reactant: [CH3:1][O:2][C:3]1[CH:8]=[CH:7][C:6]([C:9]2[C:16]3[S:15][C:14]([NH2:17])=[N:13][C:12]=3[NH:11][N:10]=2)=[CH:5][CH:4]=1.[C:18](Cl)(=[O:20])[CH3:19].C(O)C(N)(CO)CO. Product: [CH3:1][O:2][C:3]1[CH:8]=[CH:7][C:6]([C:9]2[C:16]3[S:15][C:14]([NH:17][C:18](=[O:20])[CH3:19])=[N:13][C:12]=3[NH:11][N:10]=2)=[CH:5][CH:4]=1. The catalyst class is: 251.